This data is from Catalyst prediction with 721,799 reactions and 888 catalyst types from USPTO. The task is: Predict which catalyst facilitates the given reaction. (1) Reactant: [C:1]([O:5][C:6]([NH:8][C@H:9]([C:14](OC)=[O:15])[CH2:10][O:11][CH2:12][CH3:13])=[O:7])([CH3:4])([CH3:3])[CH3:2].[H-].[Al+3].[Li+].[H-].[H-].[H-]. Product: [CH2:12]([O:11][CH2:10][CH:9]([NH:8][C:6](=[O:7])[O:5][C:1]([CH3:4])([CH3:3])[CH3:2])[CH2:14][OH:15])[CH3:13]. The catalyst class is: 20. (2) Reactant: [H-].[Al+3].[Li+].[H-].[H-].[H-].O1CCCC1.[C:12]1([NH:18][C:19]2[N:27]=[CH:26][CH:25]=[CH:24][C:20]=2[C:21](O)=[O:22])[CH:17]=[CH:16][CH:15]=[CH:14][CH:13]=1.[OH-].[Na+]. Product: [C:12]1([NH:18][C:19]2[C:20]([CH2:21][OH:22])=[CH:24][CH:25]=[CH:26][N:27]=2)[CH:17]=[CH:16][CH:15]=[CH:14][CH:13]=1. The catalyst class is: 13. (3) Reactant: [CH:1]1([CH2:7][C:8]2[N:9]=[C:10]([C:13]([O:15]CC)=O)[S:11][CH:12]=2)[CH2:6][CH2:5][CH2:4][CH2:3][CH2:2]1.O.[NH2:19][NH2:20]. Product: [CH:1]1([CH2:7][C:8]2[N:9]=[C:10]([C:13]([NH:19][NH2:20])=[O:15])[S:11][CH:12]=2)[CH2:6][CH2:5][CH2:4][CH2:3][CH2:2]1. The catalyst class is: 14. (4) Reactant: Cl.[CH3:2][O:3][C:4]([C:6]1[C:7]2[CH2:8][CH2:9][NH:10][CH2:11][C:12]=2[CH:13]=[CH:14][CH:15]=1)=[O:5].[C:16]([O:20][C:21](=[O:33])[NH:22][C@H:23]([C:25]1[CH:30]=[CH:29][C:28]([CH:31]=O)=[CH:27][CH:26]=1)[CH3:24])([CH3:19])([CH3:18])[CH3:17].CC(O)=O.C(O[BH-](OC(=O)C)OC(=O)C)(=O)C.[Na+]. Product: [CH3:2][O:3][C:4]([C:6]1[C:7]2[CH2:8][CH2:9][N:10]([CH2:31][C:28]3[CH:27]=[CH:26][C:25]([C@@H:23]([NH:22][C:21]([O:20][C:16]([CH3:17])([CH3:19])[CH3:18])=[O:33])[CH3:24])=[CH:30][CH:29]=3)[CH2:11][C:12]=2[CH:13]=[CH:14][CH:15]=1)=[O:5]. The catalyst class is: 1. (5) Reactant: [CH2:1]([O:3][C:4](=[O:13])[C:5]1[CH:10]=[C:9]([Cl:11])[C:8](Cl)=[N:7][CH:6]=1)[CH3:2].[NH:14]([C:21]([N:23]1[CH2:28][CH2:27][NH:26][CH:25]([CH2:29][CH2:30][C:31]([O:33][C:34]([CH3:37])([CH3:36])[CH3:35])=[O:32])[CH2:24]1)=[O:22])[C:15]1[CH:20]=[CH:19][CH:18]=[CH:17][CH:16]=1.C(N(CC)CC)C. The catalyst class is: 8. Product: [NH:14]([C:21]([N:23]1[CH2:28][CH2:27][N:26]([C:8]2[C:9]([Cl:11])=[CH:10][C:5]([C:4]([O:3][CH2:1][CH3:2])=[O:13])=[CH:6][N:7]=2)[CH:25]([CH2:29][CH2:30][C:31]([O:33][C:34]([CH3:37])([CH3:36])[CH3:35])=[O:32])[CH2:24]1)=[O:22])[C:15]1[CH:20]=[CH:19][CH:18]=[CH:17][CH:16]=1. (6) Reactant: [Cl:1][C:2]1[CH:3]=[C:4]([C@@H:12]([CH2:22][CH:23]2[CH2:27][CH2:26][CH2:25][CH2:24]2)[C:13]([NH:15][C:16]2[CH:20]=[CH:19][N:18]([CH3:21])[N:17]=2)=[O:14])[CH:5]=[CH:6][C:7]=1[S:8]([CH3:11])(=[O:10])=[O:9].C(Cl)(=O)C(Cl)=O.N1C(C)=CC=CC=1C.[CH3:42][S:43]([C:46]1[CH:58]=[CH:57][C:49](CN2C=CC(N)=N2)=[CH:48][CH:47]=1)(=[O:45])=[O:44]. Product: [Cl:1][C:2]1[CH:3]=[C:4]([C@@H:12]([CH2:22][CH:23]2[CH2:24][CH2:25][CH2:26][CH2:27]2)[C:13]([NH:15][C:16]2[CH:20]=[CH:19][N:18]([CH2:21][C:49]3[CH:57]=[CH:58][C:46]([S:43]([CH3:42])(=[O:45])=[O:44])=[CH:47][CH:48]=3)[N:17]=2)=[O:14])[CH:5]=[CH:6][C:7]=1[S:8]([CH3:11])(=[O:10])=[O:9]. The catalyst class is: 2. (7) Reactant: [CH3:1][O:2][C:3]1[CH:4]=[C:5](B(O)O)[CH:6]=[CH:7][CH:8]=1.Cl.[N:13]1([CH:28]2[CH2:34][CH:33]3[N:35]([C:36]([O:38][CH2:39][CH3:40])=[O:37])[CH:30]([CH2:31][CH2:32]3)[CH2:29]2)[CH2:18][CH2:17][C:16]2([C:27]3[C:22](=[CH:23][CH:24]=[CH:25][CH:26]=3)[CH2:21][NH:20][CH2:19]2)[CH2:15][CH2:14]1. Product: [CH3:1][O:2][C:3]1[CH:4]=[C:5]([N:20]2[CH2:19][C:16]3([CH2:17][CH2:18][N:13]([CH:28]4[CH2:29][CH:30]5[N:35]([C:36]([O:38][CH2:39][CH3:40])=[O:37])[CH:33]([CH2:32][CH2:31]5)[CH2:34]4)[CH2:14][CH2:15]3)[C:27]3[C:22](=[CH:23][CH:24]=[CH:25][CH:26]=3)[CH2:21]2)[CH:6]=[CH:7][CH:8]=1. The catalyst class is: 61. (8) Reactant: [F:1][C:2]1[C:19]([CH3:20])=[CH:18][C:17]([C:21]2[CH:26]=[CH:25][CH:24]=[C:23]([F:27])[CH:22]=2)=[CH:16][C:3]=1[C:4]([NH:6][C:7]1[C:12]([F:13])=[CH:11][CH:10]=[C:9]([OH:14])[C:8]=1[CH3:15])=O. Product: [F:13][C:12]1[CH:11]=[CH:10][C:9]([OH:14])=[C:8]([CH3:15])[C:7]=1[NH:6][CH2:4][C:3]1[CH:16]=[C:17]([C:21]2[CH:26]=[CH:25][CH:24]=[C:23]([F:27])[CH:22]=2)[CH:18]=[C:19]([CH3:20])[C:2]=1[F:1]. The catalyst class is: 1. (9) Reactant: [CH2:1]([NH:3][CH2:4][C:5]1[CH:10]=[CH:9][C:8]([CH2:11][N:12]2[CH2:17][CH2:16][N:15]([C:18]3[C:23]([C:24]([O:26][CH:27]([CH3:29])[CH3:28])=[O:25])=[CH:22][CH:21]=[CH:20][N:19]=3)[CH2:14][CH2:13]2)=[CH:7][CH:6]=1)[CH3:2].[F:30][C:31]1[CH:38]=[CH:37][C:34]([CH:35]=O)=[CH:33][CH:32]=1.C(O)(=O)C.C([BH3-])#N.[Na+]. Product: [CH2:1]([N:3]([CH2:4][C:5]1[CH:6]=[CH:7][C:8]([CH2:11][N:12]2[CH2:13][CH2:14][N:15]([C:18]3[C:23]([C:24]([O:26][CH:27]([CH3:28])[CH3:29])=[O:25])=[CH:22][CH:21]=[CH:20][N:19]=3)[CH2:16][CH2:17]2)=[CH:9][CH:10]=1)[CH2:35][C:34]1[CH:37]=[CH:38][C:31]([F:30])=[CH:32][CH:33]=1)[CH3:2]. The catalyst class is: 5. (10) Reactant: Br[CH2:2][C:3]1[CH:4]=[C:5]([C:16]2[CH:21]=[CH:20][C:19]([F:22])=[CH:18][CH:17]=2)[C:6](=[O:15])[N:7]([CH:9]2[CH2:14][CH2:13][CH2:12][CH2:11][O:10]2)[N:8]=1.[Cl:23][C:24]1[CH:25]=[C:26]([CH:29]=[C:30]([O:32][C:33]2[C:38](=[O:39])[NH:37][CH:36]=[N:35][C:34]=2[C:40]([F:43])([F:42])[F:41])[CH:31]=1)[C:27]#[N:28].CCN(C(C)C)C(C)C. Product: [Cl:23][C:24]1[CH:25]=[C:26]([CH:29]=[C:30]([O:32][C:33]2[C:38](=[O:39])[N:37]([CH2:2][C:3]3[CH:4]=[C:5]([C:16]4[CH:21]=[CH:20][C:19]([F:22])=[CH:18][CH:17]=4)[C:6](=[O:15])[N:7]([CH:9]4[CH2:14][CH2:13][CH2:12][CH2:11][O:10]4)[N:8]=3)[CH:36]=[N:35][C:34]=2[C:40]([F:41])([F:42])[F:43])[CH:31]=1)[C:27]#[N:28]. The catalyst class is: 3.